This data is from Catalyst prediction with 721,799 reactions and 888 catalyst types from USPTO. The task is: Predict which catalyst facilitates the given reaction. (1) Reactant: CN(C(O[N:9]1N=N[C:11]2C=CC=[N:15][C:10]1=2)=[N+](C)C)C.F[P-](F)(F)(F)(F)F.[Cl:25][C:26]1[CH:34]=[C:33]([C:35]2[CH:36]=[CH:37][C:38]3[N:39]([C:41]([CH2:44][O:45][C:46]4[C:55]5[C:50](=[CH:51][C:52]([O:56][CH3:57])=[CH:53][CH:54]=5)[N:49]=[CH:48][CH:47]=4)=[N:42][N:43]=3)[N:40]=2)[CH:32]=[CH:31][C:27]=1[C:28](O)=[O:29].O/N=C(\N)/C. Product: [Cl:25][C:26]1[CH:34]=[C:33]([C:35]2[CH:36]=[CH:37][C:38]3[N:39]([C:41]([CH2:44][O:45][C:46]4[C:55]5[C:50](=[CH:51][C:52]([O:56][CH3:57])=[CH:53][CH:54]=5)[N:49]=[CH:48][CH:47]=4)=[N:42][N:43]=3)[N:40]=2)[CH:32]=[CH:31][C:27]=1[C:28]1[O:29][N:15]=[C:10]([CH3:11])[N:9]=1. The catalyst class is: 18. (2) Reactant: [C:1]1([C@H:7]([NH2:9])[CH3:8])[CH:6]=[CH:5][CH:4]=[CH:3][CH:2]=1.Cl.[O-:11][C:12]#[N:13].[K+].C([O-])(O)=O.[Na+]. Product: [C:1]1([C@H:7]([NH:9][C:12]([NH2:13])=[O:11])[CH3:8])[CH:6]=[CH:5][CH:4]=[CH:3][CH:2]=1. The catalyst class is: 6. (3) Reactant: [Br:1][C:2]1[C:3]([NH2:9])=[N:4][CH:5]=[C:6]([CH3:8])[CH:7]=1.Cl[C:11]([C:14]([O:16][CH2:17][CH3:18])=[O:15])=[CH:12][O-].[K+].S(=O)(=O)(O)O.C(=O)(O)[O-].[Na+]. Product: [Br:1][C:2]1[C:3]2[N:4]([C:11]([C:14]([O:16][CH2:17][CH3:18])=[O:15])=[CH:12][N:9]=2)[CH:5]=[C:6]([CH3:8])[CH:7]=1. The catalyst class is: 41. (4) Reactant: [BrH:1].[OH:2][C:3]1[CH:4]=[C:5]2[C:10](=[CH:11][C:12]=1[OH:13])[CH2:9][NH:8][CH2:7][CH2:6]2.[Br:14]Br.C1CCCC=1. Product: [BrH:1].[Br:1][C:4]1[C:3]([OH:2])=[C:12]([OH:13])[C:11]([Br:14])=[C:10]2[C:5]=1[CH2:6][CH2:7][NH:8][CH2:9]2. The catalyst class is: 15. (5) Reactant: [CH2:1]([O:8][C:9]1[C:16]([CH3:17])=[CH:15][CH:14]=[CH:13][C:10]=1[CH:11]=O)[C:2]1[CH:7]=[CH:6][CH:5]=[CH:4][CH:3]=1.C(O)(=O)[CH2:19][C:20]([OH:22])=[O:21].N1CCCCC1. Product: [CH2:1]([O:8][C:9]1[C:16]([CH3:17])=[CH:15][CH:14]=[CH:13][C:10]=1/[CH:11]=[CH:19]\[C:20]([OH:22])=[O:21])[C:2]1[CH:7]=[CH:6][CH:5]=[CH:4][CH:3]=1. The catalyst class is: 17.